Predict which catalyst facilitates the given reaction. From a dataset of Catalyst prediction with 721,799 reactions and 888 catalyst types from USPTO. (1) Reactant: Cl.[C:2]([C:6]1[CH:10]=[C:9]([CH2:11][NH2:12])[N:8]([C:13]2[CH:18]=[CH:17][CH:16]=[C:15]([Cl:19])[CH:14]=2)[N:7]=1)([CH3:5])([CH3:4])[CH3:3].[F:20][C:21]1[CH:22]=[C:23]([NH:31][C:32](=O)[O:33]C2C=CC=CC=2)[CH:24]=[CH:25][C:26]=1[C:27]1([OH:30])[CH2:29][CH2:28]1. Product: [C:2]([C:6]1[CH:10]=[C:9]([CH2:11][NH:12][C:32]([NH:31][C:23]2[CH:24]=[CH:25][C:26]([C:27]3([OH:30])[CH2:28][CH2:29]3)=[C:21]([F:20])[CH:22]=2)=[O:33])[N:8]([C:13]2[CH:18]=[CH:17][CH:16]=[C:15]([Cl:19])[CH:14]=2)[N:7]=1)([CH3:5])([CH3:3])[CH3:4]. The catalyst class is: 23. (2) Reactant: [Cl-].[CH3:2][O:3][CH2:4][P+](C1C=CC=CC=1)(C1C=CC=CC=1)C1C=CC=CC=1.CC(C)([O-])C.[K+].[Cl:30][C:31]1[C:36]([CH:37]=O)=[C:35]([O:39][CH3:40])[CH:34]=[CH:33][N:32]=1.O. Product: [Cl:30][C:31]1[C:36]([CH:37]=[CH:2][O:3][CH3:4])=[C:35]([O:39][CH3:40])[CH:34]=[CH:33][N:32]=1. The catalyst class is: 305. (3) Reactant: [CH3:1][O:2][C:3]1[C:4]([O:16][CH2:17][C:18]#[CH:19])=[CH:5][C:6]([N+:13]([O-])=O)=[C:7]([CH:12]=1)[C:8]([O:10][CH3:11])=[O:9].S(S([O-])=O)([O-])=O.[Na+].[Na+].O. Product: [NH2:13][C:6]1[CH:5]=[C:4]([O:16][CH2:17][C:18]#[CH:19])[C:3]([O:2][CH3:1])=[CH:12][C:7]=1[C:8]([O:10][CH3:11])=[O:9]. The catalyst class is: 5. (4) The catalyst class is: 42. Reactant: [H-].[Na+].[CH2:3]([C:10]1[C:14]2[C:15]([NH:19][CH2:20][C:21]3[CH:26]=[CH:25][C:24]([Cl:27])=[CH:23][CH:22]=3)=[N:16][CH:17]=[CH:18][C:13]=2[NH:12][C:11]=1[CH3:28])[C:4]1[CH:9]=[CH:8][CH:7]=[CH:6][CH:5]=1.I[CH3:30]. Product: [ClH:27].[CH2:3]([C:10]1[C:14]2[C:15]([NH:19][CH2:20][C:21]3[CH:22]=[CH:23][C:24]([Cl:27])=[CH:25][CH:26]=3)=[N:16][CH:17]=[CH:18][C:13]=2[N:12]([CH3:30])[C:11]=1[CH3:28])[C:4]1[CH:5]=[CH:6][CH:7]=[CH:8][CH:9]=1.